This data is from Full USPTO retrosynthesis dataset with 1.9M reactions from patents (1976-2016). The task is: Predict the reactants needed to synthesize the given product. Given the product [F:22][C:19]([F:20])([F:21])[CH2:18][N:13]1[C:12]([C:36]2[CH:37]=[CH:38][C:33]([C:32]([F:43])([F:42])[F:31])=[CH:34][CH:35]=2)=[C:11]2[C:15]([CH2:16][CH2:17][NH:8][CH2:9][CH2:10]2)=[N:14]1, predict the reactants needed to synthesize it. The reactants are: C(OC([N:8]1[CH2:17][CH2:16][C:15]2[C:11](=[C:12](OS(C(F)(F)F)(=O)=O)[N:13]([CH2:18][C:19]([F:22])([F:21])[F:20])[N:14]=2)[CH2:10][CH2:9]1)=O)(C)(C)C.[F:31][C:32]([F:43])([F:42])[C:33]1[CH:38]=[CH:37][C:36](B(O)O)=[CH:35][CH:34]=1.